This data is from Full USPTO retrosynthesis dataset with 1.9M reactions from patents (1976-2016). The task is: Predict the reactants needed to synthesize the given product. (1) Given the product [CH3:1][C:2]1[C:7]([CH3:8])=[CH:6][CH:5]=[CH:4][C:3]=1[O:9][C:10]1[CH:15]=[CH:14][C:13]([N:16]2[C:17](=[O:22])[C:18]([CH3:20])([CH3:21])[NH:19][C:24]2=[O:26])=[CH:12][CH:11]=1, predict the reactants needed to synthesize it. The reactants are: [CH3:1][C:2]1[C:7]([CH3:8])=[CH:6][CH:5]=[CH:4][C:3]=1[O:9][C:10]1[CH:15]=[CH:14][C:13]([NH:16][C:17](=[O:22])[C:18]([CH3:21])([CH3:20])[NH2:19])=[CH:12][CH:11]=1.Cl[C:24](Cl)([O:26]C(=O)OC(Cl)(Cl)Cl)Cl. (2) Given the product [C:27]([N:17]1[CH2:18][CH2:19][CH2:20][CH:16]1[C:14]1[N:15]=[C:11]([NH:10][C:8]([NH:7][CH2:6][C:5]2[C:4]([O:3][CH3:2])=[CH:24][CH:23]=[CH:22][C:21]=2[O:25][CH3:26])=[NH:9])[S:12][CH:13]=1)(=[O:29])[CH3:28], predict the reactants needed to synthesize it. The reactants are: Cl.[CH3:2][O:3][C:4]1[CH:24]=[CH:23][CH:22]=[C:21]([O:25][CH3:26])[C:5]=1[CH2:6][NH:7][C:8]([NH:10][C:11]1[S:12][CH:13]=[C:14]([CH:16]2[CH2:20][CH2:19][CH2:18][NH:17]2)[N:15]=1)=[NH:9].[C:27](Cl)(=[O:29])[CH3:28].N1C=CC=CC=1. (3) Given the product [NH2:8][C@@H:9]1[CH2:14][C@H:13]2[CH2:15][C@@H:10]1[CH2:11][N:12]2[C:16]1[C:28]2[C:27]3[C:22](=[C:23]([NH:30][CH3:31])[CH:24]=[C:25]([F:29])[CH:26]=3)[NH:21][C:20]=2[N:19]=[C:18]([O:39][C:40]2[CH:41]=[N:42][C:43]3[N:44]([N:46]=[CH:47][CH:48]=3)[CH:45]=2)[N:17]=1, predict the reactants needed to synthesize it. The reactants are: C(OC([NH:8][C@@H:9]1[CH2:14][C@H:13]2[CH2:15][C@@H:10]1[CH2:11][N:12]2[C:16]1[C:28]2[C:27]3[C:22](=[C:23]([N:30](C)[C:31](=O)OC(C)(C)C)[CH:24]=[C:25]([F:29])[CH:26]=3)[NH:21][C:20]=2[N:19]=[C:18]([O:39][C:40]2[CH:41]=[N:42][C:43]3[N:44]([N:46]=[CH:47][CH:48]=3)[CH:45]=2)[N:17]=1)=O)(C)(C)C.C(O)(C(F)(F)F)=O.C(Cl)Cl. (4) The reactants are: [CH3:1][O:2][C:3]1[CH:12]=[CH:11][C:6]([C:7]([NH:9][NH2:10])=[O:8])=[CH:5][CH:4]=1.[C:13](Cl)(=[O:15])[CH3:14]. Given the product [C:13]([NH:10][NH:9][C:7](=[O:8])[C:6]1[CH:5]=[CH:4][C:3]([O:2][CH3:1])=[CH:12][CH:11]=1)(=[O:15])[CH3:14], predict the reactants needed to synthesize it. (5) Given the product [I:19][C:7]1[C:6](=[O:20])[C:5]2[C:10](=[C:11]3[C:2](=[CH:3][CH:4]=2)[NH:1][C:28](=[O:29])[CH2:27][O:12]3)[O:9][C:8]=1[C:13]1[CH:18]=[CH:17][CH:16]=[CH:15][CH:14]=1, predict the reactants needed to synthesize it. The reactants are: [NH2:1][C:2]1[C:11]([OH:12])=[C:10]2[C:5]([C:6](=[O:20])[C:7]([I:19])=[C:8]([C:13]3[CH:18]=[CH:17][CH:16]=[CH:15][CH:14]=3)[O:9]2)=[CH:4][CH:3]=1.C([O-])(O)=O.[Na+].Cl[CH2:27][C:28](Cl)=[O:29]. (6) Given the product [N:1]([CH2:4][CH2:5][CH2:6][N:7]1[CH:17]=[CH:16][C:11]([NH2:12])=[N:10][C:8]1=[O:9])=[N+:2]=[N-:3], predict the reactants needed to synthesize it. The reactants are: [N:1]([CH2:4][CH2:5][CH2:6][N:7]1[CH:17]=[CH:16][C:11]([NH:12]C(=O)C)=[N:10][C:8]1=[O:9])=[N+:2]=[N-:3].N. (7) Given the product [F:6][C:7]([F:12])([F:11])[C:8]([OH:10])=[O:9].[Cl:31][C:28]1[C:29]([CH3:30])=[C:24]([CH:22]2[CH2:21][N:20]([S:2]([CH3:1])(=[O:4])=[O:3])[CH2:23]2)[C:25]([O:44][CH3:45])=[C:26]([CH:32]([NH:34][C:35]2[N:43]=[CH:42][N:41]=[C:40]3[C:36]=2[N:37]=[CH:38][NH:39]3)[CH3:33])[CH:27]=1.[C:15]([OH:17])([C:14]([F:19])([F:18])[F:13])=[O:16], predict the reactants needed to synthesize it. The reactants are: [CH3:1][S:2](Cl)(=[O:4])=[O:3].[F:6][C:7]([F:12])([F:11])[C:8]([OH:10])=[O:9].[F:13][C:14]([F:19])([F:18])[C:15]([OH:17])=[O:16].[NH:20]1[CH2:23][CH:22]([C:24]2[C:25]([O:44][CH3:45])=[C:26]([CH:32]([NH:34][C:35]3[N:43]=[CH:42][N:41]=[C:40]4[C:36]=3[N:37]=[CH:38][NH:39]4)[CH3:33])[CH:27]=[C:28]([Cl:31])[C:29]=2[CH3:30])[CH2:21]1.CCN(C(C)C)C(C)C. (8) Given the product [CH2:16]([N:10]1[C:9](=[O:23])[C:8]2[C:7]([C:24]#[N:25])=[N:6][C:5]([C:3]([NH:26][CH2:27][CH2:28][CH2:29][C:30]([OH:32])=[O:31])=[O:4])=[C:14]([OH:15])[C:13]=2[CH:12]=[CH:11]1)[C:17]1[CH:22]=[CH:21][CH:20]=[CH:19][CH:18]=1, predict the reactants needed to synthesize it. The reactants are: CO[C:3]([C:5]1[N:6]=[C:7]([C:24]#[N:25])[C:8]2[C:9](=[O:23])[N:10]([CH2:16][C:17]3[CH:22]=[CH:21][CH:20]=[CH:19][CH:18]=3)[CH:11]=[CH:12][C:13]=2[C:14]=1[OH:15])=[O:4].[NH2:26][CH2:27][CH2:28][CH2:29][C:30]([OH:32])=[O:31].C[O-].[Na+]. (9) Given the product [CH2:16]1[O:24][C:23]2[CH:22]=[CH:21][C:20]([C:10]3[CH:9]=[C:8]4[C:13]([C:14]([NH:51][C:49](=[O:50])[C:48]5[CH:52]=[CH:53][C:45]([Cl:44])=[CH:46][CH:47]=5)=[C:6]([C:4]([OH:3])=[O:5])[N:7]4[CH2:33][C:32]4[CH:31]=[C:30]([C:29]([F:43])([F:42])[F:28])[CH:37]=[C:36]([C:38]([F:41])([F:40])[F:39])[CH:35]=4)=[CH:12][CH:11]=3)=[CH:19][C:18]=2[O:17]1, predict the reactants needed to synthesize it. The reactants are: C([O:3][C:4]([C:6]1[NH:7][C:8]2[C:13]([CH:14]=1)=[CH:12][CH:11]=[C:10](Br)[CH:9]=2)=[O:5])C.[CH2:16]1[O:24][C:23]2[CH:22]=[CH:21][C:20](B(O)O)=[CH:19][C:18]=2[O:17]1.[F:28][C:29]([F:43])([F:42])[C:30]1[CH:31]=[C:32]([CH:35]=[C:36]([C:38]([F:41])([F:40])[F:39])[CH:37]=1)[CH2:33]Cl.[Cl:44][C:45]1[CH:53]=[CH:52][C:48]([C:49]([NH2:51])=[O:50])=[CH:47][CH:46]=1.